From a dataset of Forward reaction prediction with 1.9M reactions from USPTO patents (1976-2016). Predict the product of the given reaction. Given the reactants [CH3:1][C:2]1([CH3:40])[CH2:38][C:6]2[C:7]([C:16]3[CH:21]=[C:20]([C:22]4[CH:27]=[CH:26][CH:25]=[CH:24][CH:23]=4)[N:19]=[C:18]([O:28]CC4C=CC(OC)=CC=4)[CH:17]=3)=[C:8]([N:10]3[CH2:15][CH2:14][O:13][CH2:12][CH2:11]3)[S:9][C:5]=2[C:4](=[O:39])[CH2:3]1, predict the reaction product. The product is: [CH3:1][C:2]1([CH3:40])[CH2:38][C:6]2[C:7]([C:16]3[CH:21]=[C:20]([C:22]4[CH:27]=[CH:26][CH:25]=[CH:24][CH:23]=4)[NH:19][C:18](=[O:28])[CH:17]=3)=[C:8]([N:10]3[CH2:15][CH2:14][O:13][CH2:12][CH2:11]3)[S:9][C:5]=2[C:4](=[O:39])[CH2:3]1.